Dataset: Peptide-MHC class II binding affinity with 134,281 pairs from IEDB. Task: Regression. Given a peptide amino acid sequence and an MHC pseudo amino acid sequence, predict their binding affinity value. This is MHC class II binding data. (1) The peptide sequence is AVDGRFAVPQILGDE. The MHC is HLA-DQA10501-DQB10301 with pseudo-sequence HLA-DQA10501-DQB10301. The binding affinity (normalized) is 0.410. (2) The peptide sequence is VDFGNSYIAEMETES. The MHC is HLA-DQA10103-DQB10603 with pseudo-sequence HLA-DQA10103-DQB10603. The binding affinity (normalized) is 0.286. (3) The peptide sequence is MLEKTKEDLFGKKNL. The MHC is HLA-DQA10201-DQB10303 with pseudo-sequence HLA-DQA10201-DQB10303. The binding affinity (normalized) is 0. (4) The peptide sequence is LQGPFNFRFLTEKGMKNVFDDVVPEKYTIG. The MHC is HLA-DPA10201-DPB10501 with pseudo-sequence HLA-DPA10201-DPB10501. The binding affinity (normalized) is 0.615. (5) The peptide sequence is QNRMKLADCAVGFGS. The MHC is DRB1_0701 with pseudo-sequence DRB1_0701. The binding affinity (normalized) is 0.203.